This data is from Forward reaction prediction with 1.9M reactions from USPTO patents (1976-2016). The task is: Predict the product of the given reaction. (1) Given the reactants [Br:1][C:2]1[CH:7]=[CH:6][C:5]([Cl:8])=[CH:4][C:3]=1[C:9]1[N:14]=[CH:13][N:12]=[C:11]([OH:15])[CH:10]=1.C1C(=O)N([Cl:23])C(=O)C1, predict the reaction product. The product is: [Br:1][C:2]1[CH:7]=[CH:6][C:5]([Cl:8])=[CH:4][C:3]=1[C:9]1[N:14]=[CH:13][N:12]=[C:11]([OH:15])[C:10]=1[Cl:23]. (2) Given the reactants [Cl:1][C:2]1[CH:3]=[C:4]([NH:19][C:20]2[C:21]3[N:28]([CH2:29][CH2:30][NH:31]C(=O)OC(C)(C)C)[CH:27]=[CH:26][C:22]=3[N:23]=[CH:24][N:25]=2)[CH:5]=[CH:6][C:7]=1[O:8][C:9]1[CH:17]=[CH:16][CH:15]=[C:14]2[C:10]=1[CH2:11][C:12](=[O:18])[NH:13]2.[ClH:39], predict the reaction product. The product is: [ClH:1].[ClH:39].[NH2:31][CH2:30][CH2:29][N:28]1[C:21]2[C:20]([NH:19][C:4]3[CH:5]=[CH:6][C:7]([O:8][C:9]4[CH:17]=[CH:16][CH:15]=[C:14]5[C:10]=4[CH2:11][C:12](=[O:18])[NH:13]5)=[C:2]([Cl:1])[CH:3]=3)=[N:25][CH:24]=[N:23][C:22]=2[CH:26]=[CH:27]1. (3) Given the reactants Br[C:2]1[CH:3]=[N:4][C:5]2[C:10]([CH:11]=1)=[CH:9][C:8]([F:12])=[CH:7][CH:6]=2.[B:13]1([B:13]2[O:17][C:16]([CH3:19])([CH3:18])[C:15]([CH3:21])([CH3:20])[O:14]2)[O:17][C:16]([CH3:19])([CH3:18])[C:15]([CH3:21])([CH3:20])[O:14]1.CC([O-])=O.[K+], predict the reaction product. The product is: [F:12][C:8]1[CH:9]=[C:10]2[C:5](=[CH:6][CH:7]=1)[N:4]=[CH:3][C:2]([B:13]1[O:17][C:16]([CH3:19])([CH3:18])[C:15]([CH3:21])([CH3:20])[O:14]1)=[CH:11]2.